From a dataset of Forward reaction prediction with 1.9M reactions from USPTO patents (1976-2016). Predict the product of the given reaction. The product is: [Na+:24].[OH:17][CH:16]([C:15]1[CH:14]=[CH:13][C:12]([C:10]([N:7]2[CH2:8][CH2:9][N:4]([CH:1]([CH3:3])[CH3:2])[CH2:5][CH2:6]2)=[O:11])=[CH:19][CH:18]=1)[S:21]([O-:23])(=[O:22])=[O:20]. Given the reactants [CH:1]([N:4]1[CH2:9][CH2:8][N:7]([C:10]([C:12]2[CH:19]=[CH:18][C:15]([CH:16]=[O:17])=[CH:14][CH:13]=2)=[O:11])[CH2:6][CH2:5]1)([CH3:3])[CH3:2].[OH:20][S:21]([O-:23])=[O:22].[Na+:24], predict the reaction product.